Predict the reaction yield, written as a fraction of the theoretical maximum amount of product (1.0 means a 100% yield; for example, 0.34 means a 34% yield). From a dataset of Reaction yield outcomes from USPTO patents with 853,638 reactions. (1) The reactants are [CH2:1]([O:17][CH2:18][C@H:19]([CH2:21][OH:22])[OH:20])[CH2:2][CH2:3][CH2:4][CH2:5][CH2:6][CH2:7][CH2:8][CH2:9][CH2:10][CH2:11][CH2:12][CH2:13][CH2:14][CH2:15][CH3:16].[C:23]1([C:29]([C:37]2[CH:42]=[CH:41][CH:40]=[CH:39][CH:38]=2)([C:31]2[CH:36]=[CH:35][CH:34]=[CH:33][CH:32]=2)Cl)[CH:28]=[CH:27][CH:26]=[CH:25][CH:24]=1.C(N(CC)CC)C. The catalyst is O1CCCC1.C(#N)C. The product is [CH2:1]([O:17][CH2:18][C@H:19]([CH2:21][O:22][C:29]([C:23]1[CH:28]=[CH:27][CH:26]=[CH:25][CH:24]=1)([C:37]1[CH:38]=[CH:39][CH:40]=[CH:41][CH:42]=1)[C:31]1[CH:32]=[CH:33][CH:34]=[CH:35][CH:36]=1)[OH:20])[CH2:2][CH2:3][CH2:4][CH2:5][CH2:6][CH2:7][CH2:8][CH2:9][CH2:10][CH2:11][CH2:12][CH2:13][CH2:14][CH2:15][CH3:16]. The yield is 0.950. (2) The yield is 0.0400. The reactants are C([O:5][C:6](=[O:38])[C@@H:7]([NH:12][C:13](=[O:37])[C:14]1[CH:19]=[CH:18][C:17]([NH:20][CH:21]([CH:25]([CH3:27])[CH3:26])[CH:22]([CH3:24])[CH3:23])=[C:16]([NH:28][C:29](=O)[CH2:30][C:31]2[S:32][CH:33]=[CH:34][CH:35]=2)[CH:15]=1)[CH2:8][CH:9]([CH3:11])[CH3:10])(C)(C)C.Cl. No catalyst specified. The product is [CH:22]([CH:21]([N:20]1[C:17]2[CH:18]=[CH:19][C:14]([C:13]([NH:12][C@@H:7]([CH2:8][CH:9]([CH3:10])[CH3:11])[C:6]([OH:5])=[O:38])=[O:37])=[CH:15][C:16]=2[N:28]=[C:29]1[CH2:30][C:31]1[S:32][CH:33]=[CH:34][CH:35]=1)[CH:25]([CH3:26])[CH3:27])([CH3:24])[CH3:23]. (3) The reactants are [Cl:1][C:2]1[CH:22]=[C:21]([Cl:23])[CH:20]=[CH:19][C:3]=1[CH2:4][N:5]1[C:13]2[C:8](=[CH:9][CH:10]=[C:11]([C:14]([O:16]C)=[O:15])[CH:12]=2)[C:7]([CH3:18])=[N:6]1.[OH-].[Na+]. The catalyst is C(O)C. The product is [C:14]([C:11]1[CH:12]=[C:13]2[C:8]([C:7]([CH3:18])=[N:6][N:5]2[CH2:4][C:3]2[CH:19]=[CH:20][C:21]([Cl:23])=[CH:22][C:2]=2[Cl:1])=[CH:9][CH:10]=1)([OH:16])=[O:15]. The yield is 0.990. (4) The product is [F:1][C:2]1[CH:7]=[CH:6][CH:5]=[CH:4][C:3]=1[NH:8][C:9]1[N:10]([C@H:27]2[CH2:32][CH2:31][C@H:30]([CH2:33][OH:34])[CH2:29][CH2:28]2)[C:11]2[C:16]([N:17]=1)=[CH:15][N:14]=[C:13]([NH:18][C:19]1[CH:24]=[CH:23][C:22]([O:25][CH3:26])=[CH:21][CH:20]=1)[N:12]=2. The catalyst is C1COCC1. The yield is 0.500. The reactants are [F:1][C:2]1[CH:7]=[CH:6][CH:5]=[CH:4][C:3]=1[NH:8][C:9]1[N:10]([C@H:27]2[CH2:32][CH2:31][C@H:30]([C:33](OCC)=[O:34])[CH2:29][CH2:28]2)[C:11]2[C:16]([N:17]=1)=[CH:15][N:14]=[C:13]([NH:18][C:19]1[CH:24]=[CH:23][C:22]([O:25][CH3:26])=[CH:21][CH:20]=1)[N:12]=2.[H-].[H-].[H-].[H-].[Li+].[Al+3].C(O)(C(F)(F)F)=O.